From a dataset of Reaction yield outcomes from USPTO patents with 853,638 reactions. Predict the reaction yield, written as a fraction of the theoretical maximum amount of product (1.0 means a 100% yield; for example, 0.34 means a 34% yield). (1) The reactants are [NH2:1][C:2]1[C:3]([CH3:11])=[C:4]([CH:8]=[CH:9][CH:10]=1)[C:5]([OH:7])=[O:6].[As](=O)(O)(O)O.O[CH2:18][CH:19]([CH2:21]O)O.S(=O)(=O)(O)O. The catalyst is O.C(Cl)(Cl)Cl. The product is [CH3:11][C:3]1[C:4]([C:5]([OH:7])=[O:6])=[CH:8][CH:9]=[C:10]2[C:2]=1[N:1]=[CH:21][CH:19]=[CH:18]2. The yield is 0.510. (2) The reactants are [CH3:1][C:2]1[C:10]2[C:9]([OH:11])=[CH:8][CH:7]=[CH:6][C:5]=2[NH:4][N:3]=1.[H-].[Na+].C1C=CC(N([S:21]([C:24]([F:27])([F:26])[F:25])(=[O:23])=[O:22])[S:21]([C:24]([F:27])([F:26])[F:25])(=[O:23])=[O:22])=CC=1.C([O-])(O)=O.[Na+]. The catalyst is O1CCCC1. The product is [F:25][C:24]([F:27])([F:26])[S:21]([O:11][C:9]1[CH:8]=[CH:7][CH:6]=[C:5]2[C:10]=1[C:2]([CH3:1])=[N:3][NH:4]2)(=[O:23])=[O:22]. The yield is 0.750. (3) The reactants are C([O:3][C:4](=[O:27])[CH:5]=[C:6]([C:17]1[CH:22]=[CH:21][C:20]([O:23][CH3:24])=[C:19]([O:25][CH3:26])[CH:18]=1)[C:7]1[CH:12]=[C:11]([O:13][CH3:14])[CH:10]=[C:9]([O:15][CH3:16])[CH:8]=1)C.[OH-].[K+].CO.Cl. The catalyst is O. The product is [CH3:26][O:25][C:19]1[CH:18]=[C:17]([C:6]([C:7]2[CH:8]=[C:9]([O:15][CH3:16])[CH:10]=[C:11]([O:13][CH3:14])[CH:12]=2)=[CH:5][C:4]([OH:27])=[O:3])[CH:22]=[CH:21][C:20]=1[O:23][CH3:24]. The yield is 0.980. (4) The reactants are [C:1]([C@H:5]1[CH2:10][CH2:9][C@H:8]([O:11][C:12]2[C:13]([C:29]([F:32])([F:31])[F:30])=[C:14]3[C:19](=[CH:20][CH:21]=2)[CH2:18][C@@H:17]([C@:22]2([CH3:28])[CH2:26][O:25]C(=O)[NH:23]2)[CH2:16][CH2:15]3)[CH2:7][CH2:6]1)([CH3:4])([CH3:3])[CH3:2].C(Cl)(Cl)Cl.C(=O)(O)[O-].[Na+].[C:53]([O:52][C:50](O[C:50]([O:52][C:53]([CH3:56])([CH3:55])[CH3:54])=[O:51])=[O:51])([CH3:56])([CH3:55])[CH3:54]. No catalyst specified. The product is [C:1]([C@H:5]1[CH2:6][CH2:7][C@H:8]([O:11][C:12]2[C:13]([C:29]([F:30])([F:31])[F:32])=[C:14]3[C:19](=[CH:20][CH:21]=2)[CH2:18][C@@H:17]([C@:22]([NH:23][C:50](=[O:51])[O:52][C:53]([CH3:54])([CH3:55])[CH3:56])([CH3:28])[CH2:26][OH:25])[CH2:16][CH2:15]3)[CH2:9][CH2:10]1)([CH3:2])([CH3:3])[CH3:4]. The yield is 0.990. (5) The reactants are [CH2:1]([N:8]1[C:13](=[O:14])[C:12]([C:15]2[CH:20]=[CH:19][C:18]([F:21])=[CH:17][CH:16]=2)=[C:11]([C:22]2[CH:27]=[CH:26][C:25]([S:28]([NH2:31])(=[O:30])=[O:29])=[C:24]([F:32])[CH:23]=2)[CH:10]=[N:9]1)[C:2]1[CH:7]=[CH:6]C=CC=1.Br[CH2:34]C=C(C)C. No catalyst specified. The product is [CH3:6][C:7]([CH3:34])=[CH:2][CH2:1][N:8]1[C:13](=[O:14])[C:12]([C:15]2[CH:20]=[CH:19][C:18]([F:21])=[CH:17][CH:16]=2)=[C:11]([C:22]2[CH:27]=[CH:26][C:25]([S:28]([NH2:31])(=[O:29])=[O:30])=[C:24]([F:32])[CH:23]=2)[CH:10]=[N:9]1. The yield is 0.300. (6) The reactants are [CH:1]([C:3]1[CH:8]=[CH:7][C:6]([NH:9][N:10]2[C:18](=[O:19])[C:17]3[C:12](=[CH:13][CH:14]=[CH:15][CH:16]=3)[C:11]2=[O:20])=[CH:5][CH:4]=1)=[CH2:2].N1C=CC=CC=1C1C=CC=CN=1.Br[CH:34]([C:39]1[CH:40]=[C:41]([Cl:47])[C:42]([Cl:46])=[C:43]([Cl:45])[CH:44]=1)[C:35]([F:38])([F:37])[F:36]. The catalyst is ClC1C=CC=CC=1Cl.Cl[Cu]. The product is [F:38][C:35]([F:36])([F:37])[CH:34]([C:39]1[CH:40]=[C:41]([Cl:47])[C:42]([Cl:46])=[C:43]([Cl:45])[CH:44]=1)/[CH:2]=[CH:1]/[C:3]1[CH:4]=[CH:5][C:6]([NH:9][N:10]2[C:18](=[O:19])[C:17]3[C:12](=[CH:13][CH:14]=[CH:15][CH:16]=3)[C:11]2=[O:20])=[CH:7][CH:8]=1. The yield is 0.750. (7) The reactants are [NH2:1][C:2]1[CH:3]=[N:4][CH:5]=[CH:6][C:7]=1[C:8]1([C:11]([O:13]C)=O)[CH2:10][CH2:9]1.F[B-](F)(F)F.[H+].C(=O)(O)[O-].[Na+]. The catalyst is O. The product is [NH:1]1[C:2]2=[CH:3][N:4]=[CH:5][CH:6]=[C:7]2[C:8]2([CH2:10][CH2:9]2)[C:11]1=[O:13]. The yield is 0.250. (8) The reactants are [C:1]([C:5]1[CH:9]=[C:8]([NH2:10])[N:7]([CH3:11])[N:6]=1)([CH3:4])([CH3:3])[CH3:2].[C:12]([C:14]1[CH:15]=[C:16]([NH:20][C:21](=O)[O:22]C2C=CC=CC=2)[CH:17]=[CH:18][CH:19]=1)#[CH:13].C(N(CC)CC)C. The catalyst is C1COCC1. The product is [C:1]([C:5]1[CH:9]=[C:8]([NH:10][C:21]([NH:20][C:16]2[CH:17]=[CH:18][CH:19]=[C:14]([C:12]#[CH:13])[CH:15]=2)=[O:22])[N:7]([CH3:11])[N:6]=1)([CH3:4])([CH3:2])[CH3:3]. The yield is 0.490. (9) The product is [Cl:32][C:33]1[CH:38]=[C:37]([N:18]2[C:19]3[C:15](=[CH:14][C:13]([C:11]([N:8]4[CH2:7][CH2:6][N:5]([CH:1]5[CH2:2][CH2:3][CH2:4]5)[CH2:10][CH2:9]4)=[O:12])=[CH:21][CH:20]=3)[CH:16]=[C:17]2[C:22]([N:24]2[CH2:25][CH2:26][C:27]([F:30])([F:31])[CH2:28][CH2:29]2)=[O:23])[CH:36]=[CH:35][CH:34]=1. The reactants are [CH:1]1([N:5]2[CH2:10][CH2:9][N:8]([C:11]([C:13]3[CH:14]=[C:15]4[C:19](=[CH:20][CH:21]=3)[NH:18][C:17]([C:22]([N:24]3[CH2:29][CH2:28][C:27]([F:31])([F:30])[CH2:26][CH2:25]3)=[O:23])=[CH:16]4)=[O:12])[CH2:7][CH2:6]2)[CH2:4][CH2:3][CH2:2]1.[Cl:32][C:33]1[CH:34]=[C:35](B(O)O)[CH:36]=[CH:37][CH:38]=1.N1C=CC=CC=1. The yield is 0.100. The catalyst is ClCCl.C([O-])(=O)C.[Cu+2].C([O-])(=O)C.